Task: Predict which catalyst facilitates the given reaction.. Dataset: Catalyst prediction with 721,799 reactions and 888 catalyst types from USPTO (1) Reactant: [C:1]([C:4]1[C:5]([NH:20][C:21]2[CH:26]=[CH:25][C:24]([N:27]3[CH2:32][CH2:31][N:30]([C:33]([O:35][C:36]([CH3:39])([CH3:38])[CH3:37])=[O:34])[CH2:29][CH2:28]3)=[CH:23][CH:22]=2)=[N:6][C:7]([O:10][C:11]2[CH:16]=[CH:15][CH:14]=[C:13]([N+:17]([O-:19])=[O:18])[CH:12]=2)=[CH:8][N:9]=1)(=[O:3])[NH2:2].[Br:40]N1C(=O)CCC1=O. Product: [Br:40][C:23]1[CH:22]=[C:21]([NH:20][C:5]2[C:4]([C:1](=[O:3])[NH2:2])=[N:9][CH:8]=[C:7]([O:10][C:11]3[CH:16]=[CH:15][CH:14]=[C:13]([N+:17]([O-:19])=[O:18])[CH:12]=3)[N:6]=2)[CH:26]=[CH:25][C:24]=1[N:27]1[CH2:28][CH2:29][N:30]([C:33]([O:35][C:36]([CH3:39])([CH3:38])[CH3:37])=[O:34])[CH2:31][CH2:32]1. The catalyst class is: 22. (2) Reactant: [N+:1]([C:4]1[CH:5]=[N:6][C:7]2[C:12]([C:13]=1[NH:14][CH2:15][CH2:16][O:17][C:18]1[CH:23]=[CH:22][CH:21]=[CH:20][CH:19]=1)=[CH:11][CH:10]=[C:9]([C:24]1[CH:29]=[CH:28][CH:27]=[CH:26][CH:25]=1)[CH:8]=2)([O-])=O. The catalyst class is: 465. Product: [O:17]([CH2:16][CH2:15][NH:14][C:13]1[C:12]2[C:7](=[CH:8][C:9]([C:24]3[CH:29]=[CH:28][CH:27]=[CH:26][CH:25]=3)=[CH:10][CH:11]=2)[N:6]=[CH:5][C:4]=1[NH2:1])[C:18]1[CH:23]=[CH:22][CH:21]=[CH:20][CH:19]=1. (3) Reactant: [CH2:1]([N:5]1[CH:10]=[CH:9][C:8]([C:11]2[CH:16]=[CH:15][C:14]([C:17]3([CH2:23][O:24]C4CCCCO4)[CH2:22][CH2:21][O:20][CH2:19][CH2:18]3)=[CH:13][CH:12]=2)=[C:7]([Cl:31])[C:6]1=[O:32])[CH2:2][CH2:3][CH3:4].C1(C)C=CC(S(O)(=O)=O)=CC=1. Product: [CH2:1]([N:5]1[CH:10]=[CH:9][C:8]([C:11]2[CH:16]=[CH:15][C:14]([C:17]3([CH2:23][OH:24])[CH2:22][CH2:21][O:20][CH2:19][CH2:18]3)=[CH:13][CH:12]=2)=[C:7]([Cl:31])[C:6]1=[O:32])[CH2:2][CH2:3][CH3:4]. The catalyst class is: 5. (4) Reactant: Br[C:2]1[CH:8]=[CH:7][CH:6]=[CH:5][C:3]=1[NH2:4].[CH:9]1[C:17]2[C:16]3[CH:18]=[CH:19][CH:20]=[CH:21][C:15]=3[S:14][C:13]=2[C:12](B(O)O)=[CH:11][CH:10]=1.C(=O)([O-])[O-].[K+].[K+]. Product: [CH:9]1[C:17]2[C:16]3[CH:18]=[CH:19][CH:20]=[CH:21][C:15]=3[S:14][C:13]=2[C:12]([C:2]2[CH:8]=[CH:7][CH:6]=[CH:5][C:3]=2[NH2:4])=[CH:11][CH:10]=1. The catalyst class is: 11. (5) Reactant: [F:1][C:2]([F:24])([F:23])[C:3]1[CH:8]=[CH:7][C:6]([CH:9]=[CH:10][CH2:11]C23C=CC=CC2C(NC3=O)=O)=[CH:5][CH:4]=1.O.[NH2:26]N. Product: [F:1][C:2]([F:24])([F:23])[C:3]1[CH:8]=[CH:7][C:6]([CH:9]=[CH:10][CH2:11][NH2:26])=[CH:5][CH:4]=1. The catalyst class is: 8.